Predict the product of the given reaction. From a dataset of Forward reaction prediction with 1.9M reactions from USPTO patents (1976-2016). Given the reactants [CH2:1]([O:8][C:9]1[C:10]([N:19]2[S:23](=[O:25])(=[O:24])[N:22](CC3C=CC(OC)=CC=3OC)[C:21](=[O:37])[CH2:20]2)=[CH:11][C:12]2[CH2:16][CH:15]([CH3:17])[S:14][C:13]=2[CH:18]=1)[C:2]1[CH:7]=[CH:6][CH:5]=[CH:4][CH:3]=1.C(O)(C(F)(F)F)=O, predict the reaction product. The product is: [CH2:1]([O:8][C:9]1[C:10]([N:19]2[S:23](=[O:24])(=[O:25])[NH:22][C:21](=[O:37])[CH2:20]2)=[CH:11][C:12]2[CH2:16][CH:15]([CH3:17])[S:14][C:13]=2[CH:18]=1)[C:2]1[CH:3]=[CH:4][CH:5]=[CH:6][CH:7]=1.